This data is from Full USPTO retrosynthesis dataset with 1.9M reactions from patents (1976-2016). The task is: Predict the reactants needed to synthesize the given product. Given the product [Br:22][CH:1]([C:3]1[N:12]([CH2:13][CH2:14][CH3:15])[C:11](=[O:16])[C:10]2[C:5](=[CH:6][CH:7]=[CH:8][CH:9]=2)[N:4]=1)[CH3:2], predict the reactants needed to synthesize it. The reactants are: [CH2:1]([C:3]1[N:12]([CH2:13][CH2:14][CH3:15])[C:11](=[O:16])[C:10]2[C:5](=[CH:6][CH:7]=[CH:8][CH:9]=2)[N:4]=1)[CH3:2].C([O-])(=O)C.[Na+].[Br:22]Br.O.